This data is from Catalyst prediction with 721,799 reactions and 888 catalyst types from USPTO. The task is: Predict which catalyst facilitates the given reaction. (1) Reactant: [CH3:1][CH2:2][N:3]([CH2:6][CH2:7][NH:8][C:9]([C:11]1[C:12]([CH3:29])=[C:13](/[CH:17]=[C:18]2/[C:19]3[CH:20]=[C:21]([F:28])[CH:22]=[CH:23][C:24]=3[NH:25][C:26]/2=[O:27])[NH:14][C:15]=1[CH3:16])=[O:10])[CH2:4][CH3:5].[C:30]([OH:42])(=[O:41])/[CH:31]=[CH:32]/[C:33]1[CH:40]=[CH:39][C:37]([OH:38])=[C:35]([OH:36])[CH:34]=1. Product: [CH3:1][CH2:2][N:3]([CH2:6][CH2:7][NH:8][C:9]([C:11]1[C:12]([CH3:29])=[C:13](/[CH:17]=[C:18]2/[C:19]3[CH:20]=[C:21]([F:28])[CH:22]=[CH:23][C:24]=3[NH:25][C:26]/2=[O:27])[NH:14][C:15]=1[CH3:16])=[O:10])[CH2:4][CH3:5].[C:30]([O-:42])(=[O:41])/[CH:31]=[CH:32]/[C:33]1[CH:40]=[CH:39][C:37]([OH:38])=[C:35]([OH:36])[CH:34]=1. The catalyst class is: 5. (2) Reactant: [CH:1]([N:4]1[CH2:9][CH2:8][CH:7]([NH:10][C:11]2[CH:12]=[C:13]([CH:16]=[CH:17][CH:18]=2)[CH:14]=O)[CH2:6][CH2:5]1)([CH3:3])[CH3:2].[NH2:19][C:20]1[CH:28]=[C:27]([O:29][CH3:30])[CH:26]=[C:25]([O:31][CH3:32])[C:21]=1[C:22]([NH2:24])=[O:23].S(=O)(O)[O-].[Na+]. Product: [CH:1]([N:4]1[CH2:9][CH2:8][CH:7]([NH:10][C:11]2[CH:12]=[C:13]([C:14]3[NH:24][C:22](=[O:23])[C:21]4[C:20](=[CH:28][C:27]([O:29][CH3:30])=[CH:26][C:25]=4[O:31][CH3:32])[N:19]=3)[CH:16]=[CH:17][CH:18]=2)[CH2:6][CH2:5]1)([CH3:3])[CH3:2]. The catalyst class is: 80. (3) Reactant: [NH2:1][C:2]1[CH:3]=[C:4]2[C:8](=[C:9]([F:11])[CH:10]=1)[N:7]([CH2:12][CH2:13][CH3:14])[C:6](=[O:15])[CH2:5]2.[C:16]([O:20][C:21](=[O:27])[NH:22][CH2:23][C@H:24]1[CH2:26][O:25]1)([CH3:19])([CH3:18])[CH3:17].FC(F)(F)S([O-])(=O)=O.[Li+]. Product: [C:16]([O:20][C:21](=[O:27])[NH:22][CH2:23][C@H:24]([OH:25])[CH2:26][NH:1][C:2]1[CH:3]=[C:4]2[C:8](=[C:9]([F:11])[CH:10]=1)[N:7]([CH2:12][CH2:13][CH3:14])[C:6](=[O:15])[CH2:5]2)([CH3:18])([CH3:17])[CH3:19]. The catalyst class is: 115.